This data is from Full USPTO retrosynthesis dataset with 1.9M reactions from patents (1976-2016). The task is: Predict the reactants needed to synthesize the given product. Given the product [Cl:30][C:26]1[C:27]([Cl:29])=[CH:28][C:23]2[O:22][CH2:21][C:20](=[O:31])[N:19]([CH2:18][C:17]([N:16]([CH:8]([C:5]3[CH:6]=[CH:7][C:2]([C:43]4[CH:42]=[CH:41][C:40]([NH:39][S:36]([CH3:35])(=[O:37])=[O:38])=[CH:45][CH:44]=4)=[C:3]([F:34])[CH:4]=3)[CH2:9][N:10]3[CH2:15][CH2:14][O:13][CH2:12][CH2:11]3)[CH3:33])=[O:32])[C:24]=2[CH:25]=1, predict the reactants needed to synthesize it. The reactants are: Br[C:2]1[CH:7]=[CH:6][C:5]([CH:8]([N:16]([CH3:33])[C:17](=[O:32])[CH2:18][N:19]2[C:24]3[CH:25]=[C:26]([Cl:30])[C:27]([Cl:29])=[CH:28][C:23]=3[O:22][CH2:21][C:20]2=[O:31])[CH2:9][N:10]2[CH2:15][CH2:14][O:13][CH2:12][CH2:11]2)=[CH:4][C:3]=1[F:34].[CH3:35][S:36]([NH:39][C:40]1[CH:45]=[CH:44][C:43](B(O)O)=[CH:42][CH:41]=1)(=[O:38])=[O:37].C([O-])([O-])=O.[Na+].[Na+].